This data is from Forward reaction prediction with 1.9M reactions from USPTO patents (1976-2016). The task is: Predict the product of the given reaction. Given the reactants [CH2:1]([C:3]1[C:8]([C:9]#[C:10][C:11]2[CH:12]=[N:13][C:14]([NH:17][CH3:18])=[CH:15][CH:16]=2)=[C:7]([C:19]2[CH:27]=[CH:26][C:22]([C:23](O)=[O:24])=[C:21]([F:28])[CH:20]=2)[CH:6]=[CH:5][N:4]=1)[CH3:2].[CH3:29][N:30]1[CH2:35][CH2:34][NH:33][CH2:32][CH2:31]1.CN(C(ON1N=NC2C=CC=NC1=2)=[N+](C)C)C.F[P-](F)(F)(F)(F)F.CCN(C(C)C)C(C)C, predict the reaction product. The product is: [CH2:1]([C:3]1[C:8]([C:9]#[C:10][C:11]2[CH:12]=[N:13][C:14]([NH:17][CH3:18])=[CH:15][CH:16]=2)=[C:7]([C:19]2[CH:27]=[CH:26][C:22]([C:23]([N:33]3[CH2:34][CH2:35][N:30]([CH3:29])[CH2:31][CH2:32]3)=[O:24])=[C:21]([F:28])[CH:20]=2)[CH:6]=[CH:5][N:4]=1)[CH3:2].